This data is from Experimentally validated miRNA-target interactions with 360,000+ pairs, plus equal number of negative samples. The task is: Binary Classification. Given a miRNA mature sequence and a target amino acid sequence, predict their likelihood of interaction. (1) The miRNA is mmu-miR-684 with sequence AGUUUUCCCUUCAAGUCAA. The protein sequence of the target gene is MPRLHDHFWSCSCAHSARRRGPPRASAAGLAAKVGEMINVSVSGPSLLAAHGAPDADPAPRGRSAAMSGPEPGSPYPNTWHHRLLQRSLVLFSVGVVLALVLNLLQIQRNVTLFPEEVIATIFSSAWWVPPCCGTAAAVVGLLYPCIDSHLGEPHKFKREWASVMRCIAVFVGINHASAKLDFANNVQLSLTLAALSLGLWWTFDRSRSGLGLGITIAFLATLITQFLVYNGVYQYTSPDFLYIRSWLPCIFFSGGVTVGNIGRQLAMGVPEKPHSD. Result: 0 (no interaction). (2) The miRNA is mmu-miR-3065-5p with sequence UCAACAAAAUCACUGAUGCUGG. The protein sequence of the target gene is MSQASTTTLESGALLSGPRGLQYGSPAHRKEKAAAMPDSPAEVKTQPRSTPPSMPPPPPTSSQGATRPPSFTPHTHGEDGPATSLPHGRFHGCLKWSMVCLLMNGSSHSPTAIHGAPSTPNGFSNGPATSSTASLSTQHLPPACGARQLSKLKRFLTTLQQFGSDISPEIGERVRTLVLGLVNSTLTIEEFHAKLQEATNFPLRPFVIPFLKANLPLLQRELLHCARLAKQTPAQYLAQHEQLLLDASATSPVDSSELLLEVNENGKRRTPDRTKENGSDRDPLHPDHLSKRSCTLSPAQ.... Result: 1 (interaction). (3) The miRNA is hsa-miR-3620-5p with sequence GUGGGCUGGGCUGGGCUGGGCC. The protein sequence of the target gene is MTMINSRPELMNLSFSGCGFLCVYHAGVAAAIKEYAPELLQNKILGASAGSIVACGLITGVCISHATSTILKVVSQARSRTFGPLHPEFNLLGIVRDELEVILPPNAYEMCTGRLVISLTRWSDHENVIIDEYRSNADLIDAIMCSCFIPLYCGITPPKFRGVQYIDGGVSDNQPIYDEHTVTVSPFSGESDICPPDWDSGSMLGVDFNGTSIRFTTRNMFRLMACLWPRSTDDLSRMCLQGFGDALRFLTKCGLAPCIRCLTIQTIDANEPAGRVSSECFSENDDAKKVTHVAVPRMKK.... Result: 0 (no interaction). (4) The miRNA is mmu-let-7b-5p with sequence UGAGGUAGUAGGUUGUGUGGUU. The protein sequence of the target gene is MSGSSRRLLWAATCLAVLCVSAAQPNITTLAPNVTEVPTTTTKVVPTTQMPTVLPETCASFNSCVSCVNATFTNNITCFWLHCQEANKTYCANEPLSNCSQVNRTDLCSVIPPTTPVPTNSTAKPTTRPSSPTPTPSVVTSAGTTNTTLTPTSQPERKSTFDAASFIGGIVLVLGVQAVIFFLYKFCKSKERNYHTL. Result: 1 (interaction). (5) The miRNA is mmu-miR-433-5p with sequence UACGGUGAGCCUGUCAUUAUUC. The protein sequence of the target gene is MAKGDPKKPKGKMSAYAFFVQTCREEHKKKNPEVPVNFAEFSKKCSERWKTMSGKEKSKFDEMAKADKVRYDREMKDYGPAKGGKKKKDPNAPKRPPSGFFLFCSEFRPKIKSANPGISIGDVAKKLGEMWNNLSDSEKQPYINKAAKLKEKYEKDVADYKSKGKFDGAKGAAKVARKKVEEEDEEDEEEEEEEEEEEDE. Result: 0 (no interaction). (6) The miRNA is rno-miR-210-5p with sequence AGCCACUGCCCACAGCACACUG. The protein sequence of the target gene is MKLEASCGTATSEVPKPEKKTARDAEPSSETRPQEVEAEPRSGSGPEAEAEPLDFVVATEREFEEVLAISGGIYGGLDYLPSRYHSWLRDPDRTVVLAKRNGGVIALESVNVIDAGETVLVEGLRVAPWERGKGVAGLLQRFCSQLVKRQHPGVKVARLTRDDQLGPRELKKYRLITKQGILLVRFNASALLAGLGARLAALRTSGTFSPLPTEAVSEAGGDVARLLLSPSVQRDVLPGGTIIQDWQPYRPSESNLRLLAAKGLEWRVDSRARPRVLTLCTRPFPIPHGGDGTWRYLNID.... Result: 0 (no interaction).